This data is from Forward reaction prediction with 1.9M reactions from USPTO patents (1976-2016). The task is: Predict the product of the given reaction. (1) Given the reactants CS([C:5]1[N:10]=[C:9]([N:11]2[C:19]3[C:14](=[CH:15][CH:16]=[CH:17][CH:18]=3)[CH:13]=[N:12]2)[CH:8]=[CH:7][N:6]=1)(=O)=O.[CH2:20]([O:22][C:23]([C@H:25]1[CH2:30][CH2:29][C@H:28]([NH2:31])[CH2:27][CH2:26]1)=[O:24])[CH3:21], predict the reaction product. The product is: [CH2:20]([O:22][C:23]([C@H:25]1[CH2:30][CH2:29][C@H:28]([NH:31][C:5]2[N:10]=[C:9]([N:11]3[C:19]4[C:14](=[CH:15][CH:16]=[CH:17][CH:18]=4)[CH:13]=[N:12]3)[CH:8]=[CH:7][N:6]=2)[CH2:27][CH2:26]1)=[O:24])[CH3:21]. (2) Given the reactants Br[C:2]1[C:7]2[S:8][CH:9]=[C:10]([CH3:11])[C:6]=2[CH:5]=[C:4]([Cl:12])[CH:3]=1.[CH3:13][O-:14].[Na+], predict the reaction product. The product is: [Cl:12][C:4]1[CH:3]=[C:2]([O:14][CH3:13])[C:7]2[S:8][CH:9]=[C:10]([CH3:11])[C:6]=2[CH:5]=1. (3) Given the reactants Cl[C:2]1[CH:3]=[C:4]([C:9]2[N:13]3[C:14]4[N:22]=[C:21]([O:23][CH3:24])[CH:20]=[CH:19][C:15]=4[N:16]=[C:17]([CH3:18])[C:12]3=[C:11]([CH3:25])[N:10]=2)[CH:5]=[C:6](Cl)[CH:7]=1.[F:26][C:27]([F:39])([F:38])[O:28]C1C=CC=CC=1B(O)O.C([O-])([O-])=O.[K+].[K+], predict the reaction product. The product is: [CH3:24][O:23][C:21]1[CH:20]=[CH:19][C:15]2[N:16]=[C:17]([CH3:18])[C:12]3[N:13]([C:9]([C:4]4[CH:5]=[CH:6][CH:7]=[CH:2][C:3]=4[O:28][C:27]([F:39])([F:38])[F:26])=[N:10][C:11]=3[CH3:25])[C:14]=2[N:22]=1.